Dataset: Forward reaction prediction with 1.9M reactions from USPTO patents (1976-2016). Task: Predict the product of the given reaction. (1) Given the reactants [I:1][C:2]1[CH:3]=[CH:4][C:5]2[CH:20]3[CH2:21][CH:18]([CH2:19]3)[C:8]3[N:9]([CH3:17])[C:10]([C:12]([O:14]CC)=O)=[N:11][C:7]=3[C:6]=2[CH:22]=1.[NH3:23], predict the reaction product. The product is: [I:1][C:2]1[CH:3]=[CH:4][C:5]2[CH:20]3[CH2:21][CH:18]([CH2:19]3)[C:8]3[N:9]([CH3:17])[C:10]([C:12]([NH2:23])=[O:14])=[N:11][C:7]=3[C:6]=2[CH:22]=1. (2) Given the reactants [OH:1][C:2]([C:4]([F:7])([F:6])[F:5])=[O:3].[Br:8][C:9]1[C:22]2[C@:21]34[CH2:23][CH2:24][NH:25][C@@H:15]([C@@H:16]3[CH2:17][CH2:18][CH2:19][CH2:20]4)[CH2:14][C:13]=2[CH:12]=[CH:11][C:10]=1[OH:26].S(Cl)([Cl:30])(=O)=O, predict the reaction product. The product is: [OH:3][C:2]([C:4]([F:7])([F:6])[F:5])=[O:1].[Br:8][C:9]1[C:22]2[C@:21]34[CH2:23][CH2:24][NH:25][C@@H:15]([C@@H:16]3[CH2:17][CH2:18][CH2:19][CH2:20]4)[CH2:14][C:13]=2[CH:12]=[C:11]([Cl:30])[C:10]=1[OH:26]. (3) Given the reactants [CH3:1][O:2][C:3]1[CH:4]=[C:5]2[C:10](=[CH:11][C:12]=1[O:13][CH3:14])[N:9]=[CH:8][N:7]=[C:6]2[O:15][C:16]1[CH:22]=[CH:21][C:19]([NH2:20])=[CH:18][CH:17]=1.ClC(Cl)(O[C:27](=[O:33])OC(Cl)(Cl)Cl)Cl.Cl.[CH2:36]([NH2:39])[C:37]#[CH:38].CO, predict the reaction product. The product is: [CH3:1][O:2][C:3]1[CH:4]=[C:5]2[C:10](=[CH:11][C:12]=1[O:13][CH3:14])[N:9]=[CH:8][N:7]=[C:6]2[O:15][C:16]1[CH:22]=[CH:21][C:19]([NH:20][C:27]([NH:39][CH2:36][C:37]#[CH:38])=[O:33])=[CH:18][CH:17]=1. (4) Given the reactants [Li].[Br:2][C:3]1[CH:8]=[C:7]([F:9])[CH:6]=[CH:5][C:4]=1[C@H:10]1[C:15]([C:16]([O:18][C@H:19](C)C(OCC)=O)=[O:17])=[C:14]([CH2:26][N:27]2[CH2:32][CH2:31][O:30][CH2:29][CH2:28]2)[NH:13][C:12]([C:33]2[S:34][CH:35]=[CH:36][N:37]=2)=[N:11]1, predict the reaction product. The product is: [Br:2][C:3]1[CH:8]=[C:7]([F:9])[CH:6]=[CH:5][C:4]=1[C@H:10]1[C:15]([C:16]([O:18][CH3:19])=[O:17])=[C:14]([CH2:26][N:27]2[CH2:28][CH2:29][O:30][CH2:31][CH2:32]2)[NH:13][C:12]([C:33]2[S:34][CH:35]=[CH:36][N:37]=2)=[N:11]1.